From a dataset of Full USPTO retrosynthesis dataset with 1.9M reactions from patents (1976-2016). Predict the reactants needed to synthesize the given product. Given the product [CH2:15]([O:18][C:19]1[CH:26]=[CH:25][C:22](/[CH:23]=[CH:10]/[C:8]([C:6]2[CH:7]=[C:2]([CH3:1])[CH:3]=[C:4]([N+:12]([O-:14])=[O:13])[C:5]=2[OH:11])=[O:9])=[CH:21][C:20]=1[CH2:27][O:28][CH2:29][CH:30]=[CH2:31])[CH:16]=[CH2:17], predict the reactants needed to synthesize it. The reactants are: [CH3:1][C:2]1[CH:7]=[C:6]([C:8]([CH3:10])=[O:9])[C:5]([OH:11])=[C:4]([N+:12]([O-:14])=[O:13])[CH:3]=1.[CH2:15]([O:18][C:19]1[CH:26]=[CH:25][C:22]([CH:23]=O)=[CH:21][C:20]=1[CH2:27][O:28][CH2:29][CH:30]=[CH2:31])[CH:16]=[CH2:17].